Predict the reaction yield, written as a fraction of the theoretical maximum amount of product (1.0 means a 100% yield; for example, 0.34 means a 34% yield). From a dataset of Reaction yield outcomes from USPTO patents with 853,638 reactions. (1) The reactants are Br[CH2:2][CH2:3][S:4][C:5]1[S:6][CH:7]=[CH:8][CH:9]=1.[CH3:10][O:11][C:12]1[CH:13]=[C:14]2[C:23](=[CH:24][CH:25]=1)[N:22]=[CH:21][C:20]1[O:19][CH2:18][CH:17]([N:26]3[CH:30]=[C:29]([NH2:31])[CH:28]=[N:27]3)[CH2:16][C:15]2=1.C(N(CC)CC)C. The catalyst is C(#N)C. The product is [CH3:10][O:11][C:12]1[CH:13]=[C:14]2[C:23](=[CH:24][CH:25]=1)[N:22]=[CH:21][C:20]1[O:19][CH2:18][CH:17]([N:26]3[CH:30]=[C:29]([NH:31][CH2:2][CH2:3][S:4][C:5]4[S:6][CH:7]=[CH:8][CH:9]=4)[CH:28]=[N:27]3)[CH2:16][C:15]2=1. The yield is 0.140. (2) The reactants are [CH2:1]([O:3][C:4]([CH:6]1[CH:10]([CH2:11][CH3:12])[CH2:9][CH:8]([CH2:13][S:14]([OH:17])(=[O:16])=O)[CH2:7]1)=[O:5])[CH3:2].C(Cl)(=O)C(Cl)=O.[CH2:24]([NH:26][CH2:27][CH3:28])[CH3:25]. The catalyst is C(Cl)Cl.CN(C=O)C. The product is [CH2:24]([N:26]([CH2:27][CH3:28])[S:14]([CH2:13][CH:8]1[CH2:7][CH:6]([C:4]([O:3][CH2:1][CH3:2])=[O:5])[CH:10]([CH2:11][CH3:12])[CH2:9]1)(=[O:16])=[O:17])[CH3:25]. The yield is 0.300. (3) The reactants are CCCC[N+:5]([CH2:14][CH2:15][CH2:16][CH3:17])(CCCC)CCCC.[F-].O1C2C=CC=CC=2C=C1[C:28]1[C:29](=[O:64])[NH:30][C:31](=[O:63])[C:32]=1[C:33]1[C:41]2[C:36](=[N:37][CH:38]=[CH:39][CH:40]=2)[N:35]([CH2:42][CH2:43][CH2:44][O:45][Si](C(C)(C)C)(C2C=CC=CC=2)C2C=CC=CC=2)[CH:34]=1. The catalyst is C1COCC1. The product is [OH:45][CH2:44][CH2:43][CH2:42][N:35]1[C:36]2=[N:37][CH:38]=[CH:39][CH:40]=[C:41]2[C:33]([C:32]2[C:31](=[O:63])[NH:30][C:29](=[O:64])[C:28]=2[C:16]2[CH:15]=[CH:14][NH:5][CH:17]=2)=[CH:34]1. The yield is 0.840. (4) The reactants are [CH3:1][N:2](C)[CH:3]=[O:4].[Br:6][C:7]1[CH:8]=[CH:9][C:10]([Cl:16])=[C:11]([CH:15]=1)C(O)=O.Cl.[CH3:18][O:19]NOOC.C(N(CC)CC)C. The catalyst is C(Cl)(=O)C(Cl)=O.O.C(Cl)(Cl)Cl. The product is [Br:6][C:7]1[CH:15]=[CH:11][C:10]([Cl:16])=[C:9]([CH:8]=1)[C:3]([N:2]([O:19][CH3:18])[CH3:1])=[O:4]. The yield is 0.997. (5) The reactants are [CH2:1]([O:3][C:4](=[O:24])/[CH:5]=[C:6](/[C:13]1[CH:18]=[C:17]([C:19]([F:22])([F:21])[F:20])[CH:16]=[C:15]([Br:23])[CH:14]=1)\[C:7]1[O:8][C:9]([CH3:12])=[N:10][N:11]=1)[CH3:2]. The catalyst is C(O)(=O)C.[Zn]. The product is [CH2:1]([O:3][C:4](=[O:24])[CH2:5][CH:6]([C:13]1[CH:18]=[C:17]([C:19]([F:20])([F:21])[F:22])[CH:16]=[C:15]([Br:23])[CH:14]=1)[C:7]1[O:8][C:9]([CH3:12])=[N:10][N:11]=1)[CH3:2]. The yield is 0.350. (6) The yield is 0.780. The catalyst is C(Cl)Cl. The product is [Br:43][C:44]1[CH:53]=[CH:52][C:47]2[N:48]=[C:49]([NH:51][C:40]([CH:34]3[CH2:35][CH2:36][CH2:37][CH2:38][CH2:39]3)=[O:42])[S:50][C:46]=2[CH:45]=1. The reactants are CCN(C(C)C)C(C)C.CN(C(ON1N=NC2C=CC=NC1=2)=[N+](C)C)C.F[P-](F)(F)(F)(F)F.[CH:34]1([C:40]([OH:42])=O)[CH2:39][CH2:38][CH2:37][CH2:36][CH2:35]1.[Br:43][C:44]1[CH:53]=[CH:52][C:47]2[N:48]=[C:49]([NH2:51])[S:50][C:46]=2[CH:45]=1. (7) The reactants are [N+:1]([C:4]1[CH:5]=[CH:6][C:7]([C:11]2[CH:12]=[N:13][CH:14]=[CH:15][CH:16]=2)=[N:8][C:9]=1[NH2:10])([O-:3])=[O:2].[Br:17]N1C(=O)CCC1=O. The catalyst is CN(C=O)C. The product is [Br:17][C:6]1[C:7]([C:11]2[CH:12]=[N:13][CH:14]=[CH:15][CH:16]=2)=[N:8][C:9]([NH2:10])=[C:4]([N+:1]([O-:3])=[O:2])[CH:5]=1. The yield is 1.00. (8) The reactants are [CH3:1][O:2][C:3]1[CH:28]=[C:27]([O:29][CH3:30])[CH:26]=[CH:25][C:4]=1[CH2:5][N:6]([C:20]1[S:24][N:23]=[CH:22][N:21]=1)[S:7]([C:10]1[CH:15]=[CH:14][C:13](F)=[C:12]([N+:17]([O-:19])=[O:18])[CH:11]=1)(=[O:9])=[O:8].[Cl:31][C:32]1[CH:38]=[CH:37][C:35]([NH2:36])=[C:34]([C:39]2[N:43]([CH3:44])[N:42]=[CH:41][CH:40]=2)[CH:33]=1.ClC1C=CC(B(O)O)=C(C2N(C)N=CC=2)C=1.C[Si]([N-][Si](C)(C)C)(C)C.[Li+]. The catalyst is [Cl-].[NH4+].O.C1COCC1. The product is [Cl:31][C:32]1[CH:38]=[CH:37][C:35]([NH:36][C:13]2[CH:14]=[CH:15][C:10]([S:7]([N:6]([CH2:5][C:4]3[CH:25]=[CH:26][C:27]([O:29][CH3:30])=[CH:28][C:3]=3[O:2][CH3:1])[C:20]3[S:24][N:23]=[CH:22][N:21]=3)(=[O:9])=[O:8])=[CH:11][C:12]=2[N+:17]([O-:19])=[O:18])=[C:34]([C:39]2[N:43]([CH3:44])[N:42]=[CH:41][CH:40]=2)[CH:33]=1. The yield is 0.739.